Dataset: Forward reaction prediction with 1.9M reactions from USPTO patents (1976-2016). Task: Predict the product of the given reaction. (1) The product is: [Br:1][C:2]1[CH:3]=[CH:4][C:5]([OH:8])=[C:6]([C:14](=[O:19])[CH2:15][CH:16]([CH3:18])[CH3:17])[CH:7]=1. Given the reactants [Br:1][C:2]1[CH:7]=[CH:6][C:5]([O:8]C)=[CH:4][CH:3]=1.[Cl-].[Al+3].[Cl-].[Cl-].[C:14](Cl)(=[O:19])[CH2:15][CH:16]([CH3:18])[CH3:17].Cl, predict the reaction product. (2) The product is: [NH2:36][C@H:35]1[CH2:30][CH2:31][C@H:32]([NH:37][C:2]2[CH:3]=[C:4]([N:14]([CH2:21][C:22]3[CH:27]=[CH:26][C:25]([O:28][CH3:29])=[CH:24][CH:23]=3)[C:15]3[CH:20]=[CH:19][CH:18]=[CH:17][CH:16]=3)[C:5]3[N:6]([C:8]([C:11]([NH2:13])=[O:12])=[CH:9][N:10]=3)[N:7]=2)[CH2:33][CH2:34]1. Given the reactants Cl[C:2]1[CH:3]=[C:4]([N:14]([CH2:21][C:22]2[CH:27]=[CH:26][C:25]([O:28][CH3:29])=[CH:24][CH:23]=2)[C:15]2[CH:20]=[CH:19][CH:18]=[CH:17][CH:16]=2)[C:5]2[N:6]([C:8]([C:11]([NH2:13])=[O:12])=[CH:9][N:10]=2)[N:7]=1.[CH2:30]1[CH:35]([NH2:36])[CH2:34][CH2:33][CH:32]([NH2:37])[CH2:31]1, predict the reaction product.